Dataset: HIV replication inhibition screening data with 41,000+ compounds from the AIDS Antiviral Screen. Task: Binary Classification. Given a drug SMILES string, predict its activity (active/inactive) in a high-throughput screening assay against a specified biological target. (1) The molecule is CC(=O)CC(C)(C)S(=O)(=O)O. The result is 0 (inactive). (2) The compound is CN1C(=O)C(=NN(c2ccccc2)c2ccccc2)c2ccccc21. The result is 0 (inactive). (3) The drug is Cc1ccc(C=C2NC(=[Se])N(C)C2=O)cc1. The result is 0 (inactive).